Dataset: Full USPTO retrosynthesis dataset with 1.9M reactions from patents (1976-2016). Task: Predict the reactants needed to synthesize the given product. (1) Given the product [Cl:1][C:2]1[CH:3]=[CH:4][C:5]([C:8]2[C:14]3[CH:15]=[C:16]([OH:19])[CH:17]=[CH:18][C:13]=3[N:12]3[C:20]([CH3:23])=[N:21][N:22]=[C:11]3[C@H:10]([CH2:24][C:25]([NH:31][CH2:29][CH3:30])=[O:26])[N:9]=2)=[CH:6][CH:7]=1, predict the reactants needed to synthesize it. The reactants are: [Cl:1][C:2]1[CH:7]=[CH:6][C:5]([C:8]2[C:14]3[CH:15]=[C:16]([OH:19])[CH:17]=[CH:18][C:13]=3[N:12]3[C:20]([CH3:23])=[N:21][N:22]=[C:11]3[C@H:10]([CH2:24][C:25](O)=[O:26])[N:9]=2)=[CH:4][CH:3]=1.Cl.[CH2:29]([NH2:31])[CH3:30].CN(C(ON1N=NC2C=CC=NC1=2)=[N+](C)C)C.F[P-](F)(F)(F)(F)F.CCN(C(C)C)C(C)C. (2) Given the product [CH2:1]([O:3][C:4](=[O:18])[CH2:5][C:6]1[N:7]=[C:8]([C:11]2[CH:16]=[CH:15][C:14]([O:17][CH2:21][C:22]3[CH:27]=[CH:26][CH:25]=[CH:24][N:23]=3)=[CH:13][CH:12]=2)[O:9][CH:10]=1)[CH3:2], predict the reactants needed to synthesize it. The reactants are: [CH2:1]([O:3][C:4](=[O:18])[CH2:5][C:6]1[N:7]=[C:8]([C:11]2[CH:16]=[CH:15][C:14]([OH:17])=[CH:13][CH:12]=2)[O:9][CH:10]=1)[CH3:2].Br.Br[CH2:21][C:22]1[CH:27]=[CH:26][CH:25]=[CH:24][N:23]=1. (3) Given the product [C:31]1([CH2:30][CH2:29][C:9]2[CH:8]=[C:7]([C:4]3[CH:3]=[CH:2][N:1]=[CH:6][CH:5]=3)[CH:15]=[CH:14][C:10]=2[C:11]([NH2:25])=[O:13])[CH:36]=[CH:35][CH:34]=[CH:33][CH:32]=1, predict the reactants needed to synthesize it. The reactants are: [N:1]1[CH:6]=[CH:5][C:4]([C:7]2[CH:15]=[CH:14][C:10]([C:11]([OH:13])=O)=[CH:9][CH:8]=2)=[CH:3][CH:2]=1.N=C=N.C1C=CC2N(O)N=[N:25]C=2C=1.[CH2:29](N)[CH2:30][C:31]1[CH:36]=[CH:35][CH:34]=[CH:33][CH:32]=1. (4) Given the product [CH3:25][CH:24]([CH3:26])[C:23]([NH:22][C:18]1[CH:19]=[CH:20][CH:21]=[C:16]([CH:13]2[CH2:12][CH2:11][N:10]([CH2:9][CH2:8][CH2:7][C:6]3[C:36]4[C:35](=[CH:34][CH:33]=[C:32]([O:31][C:30]([F:41])([F:40])[F:29])[CH:37]=4)[NH:38][CH:2]=3)[CH2:15][CH2:14]2)[CH:17]=1)=[O:27], predict the reactants needed to synthesize it. The reactants are: O1CCO[CH:2]1[CH2:6][CH2:7][CH2:8][CH2:9][N:10]1[CH2:15][CH2:14][CH:13]([C:16]2[CH:17]=[C:18]([NH:22][C:23](=[O:27])[CH:24]([CH3:26])[CH3:25])[CH:19]=[CH:20][CH:21]=2)[CH2:12][CH2:11]1.Cl.[F:29][C:30]([F:41])([F:40])[O:31][C:32]1[CH:37]=[CH:36][C:35]([NH:38]N)=[CH:34][CH:33]=1. (5) Given the product [C:1]([C:5]1[N:10]=[C:9]([N:11]2[CH2:12][CH2:13][N:14]([CH2:17][CH2:18][CH2:19][OH:20])[CH2:15][CH2:16]2)[CH:8]=[C:7]([CH:24]2[CH2:26][CH2:25]2)[N:6]=1)([CH3:4])([CH3:2])[CH3:3], predict the reactants needed to synthesize it. The reactants are: [C:1]([C:5]1[N:10]=[C:9]([N:11]2[CH2:16][CH2:15][N:14]([CH2:17][CH2:18][CH2:19][O:20]C(=O)C)[CH2:13][CH2:12]2)[CH:8]=[C:7]([CH:24]2[CH2:26][CH2:25]2)[N:6]=1)([CH3:4])([CH3:3])[CH3:2].[OH-].[Li+]. (6) Given the product [CH3:11][S:8]([C:4]1[N:3]=[C:2]([NH2:23])[CH:7]=[CH:6][N:5]=1)(=[O:10])=[O:9], predict the reactants needed to synthesize it. The reactants are: Cl[C:2]1[CH:7]=[CH:6][N:5]=[C:4]([S:8]([CH3:11])(=[O:10])=[O:9])[N:3]=1.S1C(C2C=C(N)C=C3C=2N[N:23]=C3)=CC2C=CC=CC1=2.CCN(CC)CC. (7) Given the product [OH:2][C:3]1[CH:8]=[C:7]([C:9]2[CH:18]=[CH:17][C:16]3[C:11](=[CH:12][CH:13]=[C:14]([OH:19])[CH:15]=3)[CH:10]=2)[CH:6]=[CH:5][C:4]=1[NH:21][C:22](=[O:24])[CH3:23], predict the reactants needed to synthesize it. The reactants are: C[O:2][C:3]1[CH:8]=[C:7]([C:9]2[CH:18]=[CH:17][C:16]3[C:11](=[CH:12][CH:13]=[C:14]([O:19]C)[CH:15]=3)[CH:10]=2)[CH:6]=[CH:5][C:4]=1[NH:21][C:22](=[O:24])[CH3:23].B(Br)(Br)Br.